From a dataset of Full USPTO retrosynthesis dataset with 1.9M reactions from patents (1976-2016). Predict the reactants needed to synthesize the given product. (1) Given the product [NH2:31][C:27]1[CH:26]=[C:25]([CH:30]=[CH:29][CH:28]=1)[CH2:24][NH:23][C:21](=[O:22])[CH:20]([NH:19][C:15]1[CH:14]=[C:13]2[C:18](=[CH:17][CH:16]=1)[C:9]([N:8]([C:45]([O:47][C:48]([CH3:51])([CH3:50])[CH3:49])=[O:46])[C:6]([O:5][C:1]([CH3:2])([CH3:3])[CH3:4])=[O:7])=[N:10][CH:11]=[CH:12]2)[C:34]1[CH:35]=[CH:36][C:37]([CH2:40][CH:41]([OH:44])[CH2:42][CH3:43])=[CH:38][CH:39]=1, predict the reactants needed to synthesize it. The reactants are: [C:1]([O:5][C:6]([N:8]([C:45]([O:47][C:48]([CH3:51])([CH3:50])[CH3:49])=[O:46])[C:9]1[C:18]2[C:13](=[CH:14][C:15]([NH:19][CH:20]([C:34]3[CH:39]=[CH:38][C:37]([CH2:40][CH:41]([OH:44])[CH2:42][CH3:43])=[CH:36][CH:35]=3)[C:21]([NH:23][CH2:24][C:25]3[CH:30]=[CH:29][CH:28]=[C:27]([N+:31]([O-])=O)[CH:26]=3)=[O:22])=[CH:16][CH:17]=2)[CH:12]=[CH:11][N:10]=1)=[O:7])([CH3:4])([CH3:3])[CH3:2]. (2) Given the product [Cl:3][C:32]1[N:33]=[C:29]([NH:28][C:19]2[CH:20]=[C:21]([S:24]([NH2:27])(=[O:26])=[O:25])[CH:22]=[CH:23][C:18]=2[O:17][CH2:15][CH3:16])[S:30][CH:31]=1, predict the reactants needed to synthesize it. The reactants are: O=P(Cl)(Cl)[Cl:3].CN(C)C1C=CC=CC=1.[CH2:15]([O:17][C:18]1[CH:23]=[CH:22][C:21]([S:24]([NH2:27])(=[O:26])=[O:25])=[CH:20][C:19]=1[NH:28][C:29]1[S:30][CH:31]=[C:32](O)[N:33]=1)[CH3:16].O. (3) Given the product [CH:20]1([C:5]2[C:6]([NH:8][C:9]3[CH:19]=[CH:18][CH:17]=[CH:16][C:10]=3[C:11]([NH:13][CH3:38])=[O:12])=[CH:7][C:2]([NH:37][C:26]3[CH:27]=[CH:28][C:29]([N:31]4[CH2:32][CH2:33][O:34][CH2:35][CH2:36]4)=[CH:30][C:25]=3[O:24][CH3:23])=[N:3][CH:4]=2)[CH2:21][CH2:22]1, predict the reactants needed to synthesize it. The reactants are: Cl[C:2]1[CH:7]=[C:6]([NH:8][C:9]2[CH:19]=[CH:18][CH:17]=[CH:16][C:10]=2[C:11]([NH:13]OC)=[O:12])[C:5]([CH:20]2[CH2:22][CH2:21]2)=[CH:4][N:3]=1.[CH3:23][O:24][C:25]1[CH:30]=[C:29]([N:31]2[CH2:36][CH2:35][O:34][CH2:33][CH2:32]2)[CH:28]=[CH:27][C:26]=1[NH2:37].[C:38]([O-])([O-])=O.[Cs+].[Cs+].CC1(C)C2C(=C(P(C3C=CC=CC=3)C3C=CC=CC=3)C=CC=2)OC2C(P(C3C=CC=CC=3)C3C=CC=CC=3)=CC=CC1=2. (4) Given the product [F:11][C:10]1[C:2]([C:29]2[CH:30]=[CH:31][N:26]=[CH:27][CH:28]=2)=[N:3][C:4]([NH:12][C:13]2[CH:18]=[CH:17][C:16]([N:19]3[CH2:24][CH2:23][N:22]([CH3:25])[CH2:21][CH2:20]3)=[CH:15][CH:14]=2)=[C:5]([C:6]([NH2:8])=[O:7])[CH:9]=1, predict the reactants needed to synthesize it. The reactants are: Cl[C:2]1[C:10]([F:11])=[CH:9][C:5]([C:6]([NH2:8])=[O:7])=[C:4]([NH:12][C:13]2[CH:18]=[CH:17][C:16]([N:19]3[CH2:24][CH2:23][N:22]([CH3:25])[CH2:21][CH2:20]3)=[CH:15][CH:14]=2)[N:3]=1.[N:26]1[CH:31]=[CH:30][C:29](B(O)O)=[CH:28][CH:27]=1.C([O-])([O-])=O.[K+].[K+].